Dataset: Retrosynthesis with 50K atom-mapped reactions and 10 reaction types from USPTO. Task: Predict the reactants needed to synthesize the given product. (1) Given the product Cc1ncc2n1C(=O)N(C1CCN(C(=O)[C@H](O)CSc3ccc4cc(Cl)ccc4c3)CC1)C2, predict the reactants needed to synthesize it. The reactants are: Cc1ncc2n1C(=O)N(C1CCNCC1)C2.O=C(O)[C@H](O)CSc1ccc2cc(Cl)ccc2c1. (2) Given the product COC(=O)C(C)Oc1ccc(CO)cc1, predict the reactants needed to synthesize it. The reactants are: COC(=O)C(C)Oc1ccc(C=O)cc1. (3) Given the product COc1ccc(CNc2cc(N3CCCC3NC(=O)OC(C)(C)C)cc(Cl)n2)cc1, predict the reactants needed to synthesize it. The reactants are: CC(C)(C)OC(=O)NC1CCCN1c1cc(Cl)nc(Cl)c1.COc1ccc(CN)cc1. (4) Given the product CC1(C)CCc2cc(CNCCc3cccc(C(F)(F)F)c3)ccc21, predict the reactants needed to synthesize it. The reactants are: CC1(C)CCc2cc(C=O)ccc21.NCCc1cccc(C(F)(F)F)c1. (5) Given the product Cn1c(C(=O)N[C@H]2CCCC[C@H]2C(=O)NC(C#N)c2ccccn2)cc2ccccc21, predict the reactants needed to synthesize it. The reactants are: Cn1c(C(=O)NC2CCCCC2C(=O)O)cc2ccccc21.N#CC(N)c1ccccn1. (6) Given the product Cc1ccc(CN2CC3(Nc4ccc5[nH]ncc5c4)CCC2CC3)cc1, predict the reactants needed to synthesize it. The reactants are: Cc1ccc(C=O)cc1.c1cc2[nH]ncc2cc1NC12CCC(CC1)NC2.